Dataset: Forward reaction prediction with 1.9M reactions from USPTO patents (1976-2016). Task: Predict the product of the given reaction. (1) Given the reactants [F:1][C:2]1[CH:3]=[CH:4][C:5]([CH2:8][O:9][C:10]2[CH:15]=[CH:14][NH:13][C:12](=[O:16])[CH:11]=2)=[N:6][CH:7]=1.Br[C:18]1[CH:23]=[CH:22][C:21]2[C:24]3[CH2:25][N:26]([C:32]([O:34][C:35]([CH3:38])([CH3:37])[CH3:36])=[O:33])[CH2:27][CH2:28][CH2:29][C:30]=3[O:31][C:20]=2[CH:19]=1.C([O-])([O-])=O.[Cs+].[Cs+].CN[C@@H]1CCCC[C@H]1NC, predict the reaction product. The product is: [F:1][C:2]1[CH:3]=[CH:4][C:5]([CH2:8][O:9][C:10]2[CH:15]=[CH:14][N:13]([C:18]3[CH:23]=[CH:22][C:21]4[C:24]5[CH2:25][N:26]([C:32]([O:34][C:35]([CH3:38])([CH3:37])[CH3:36])=[O:33])[CH2:27][CH2:28][CH2:29][C:30]=5[O:31][C:20]=4[CH:19]=3)[C:12](=[O:16])[CH:11]=2)=[N:6][CH:7]=1. (2) Given the reactants [F:1][C:2]1[CH:11]=[CH:10][CH:9]=[C:8]([N+:12]([O-])=O)[C:3]=1[C:4]([O:6][CH3:7])=[O:5], predict the reaction product. The product is: [NH2:12][C:8]1[CH:9]=[CH:10][CH:11]=[C:2]([F:1])[C:3]=1[C:4]([O:6][CH3:7])=[O:5]. (3) The product is: [C:15]([O:14][C:13](=[O:19])[NH:12][CH2:11][CH2:10][N:5]1[CH2:6][CH2:7][C:3]([F:8])([F:2])[CH2:4]1)([CH3:18])([CH3:17])[CH3:16]. Given the reactants Cl.[F:2][C:3]1([F:8])[CH2:7][CH2:6][NH:5][CH2:4]1.Br[CH2:10][CH2:11][NH:12][C:13](=[O:19])[O:14][C:15]([CH3:18])([CH3:17])[CH3:16].C(N(CC)C(C)C)(C)C, predict the reaction product. (4) Given the reactants [Cl:1][C:2]1[CH:7]=[CH:6][C:5]([C:8]2[CH:9]=[C:10]3[C:15](=[CH:16][CH:17]=2)[N:14]=[C:13]([CH2:18][N:19]2C(=O)C4C(=CC=CC=4)C2=O)[N:12]=[C:11]3[N:30]([C:32]2[CH:37]=[CH:36][C:35]([O:38][CH3:39])=[CH:34][CH:33]=2)[CH3:31])=[CH:4][CH:3]=1.BrC1C=C2C(=CC=1)N=C(CN1C(=O)C3C(=CC=CC=3)C1=O)N=C2N(C1C=CC(OC)=CC=1)C, predict the reaction product. The product is: [NH2:19][CH2:18][C:13]1[N:12]=[C:11]([N:30]([C:32]2[CH:37]=[CH:36][C:35]([O:38][CH3:39])=[CH:34][CH:33]=2)[CH3:31])[C:10]2[C:15](=[CH:16][CH:17]=[C:8]([C:5]3[CH:4]=[CH:3][C:2]([Cl:1])=[CH:7][CH:6]=3)[CH:9]=2)[N:14]=1. (5) Given the reactants [C:1]([O:5][CH3:6])(=[O:4])[C:2]#[CH:3].I[C:8]1[CH:13]=[CH:12][CH:11]=[CH:10][C:9]=1[O:14][CH3:15], predict the reaction product. The product is: [CH3:15][O:14][C:9]1[CH:10]=[CH:11][CH:12]=[CH:13][C:8]=1[C:3]#[C:2][C:1]([O:5][CH3:6])=[O:4]. (6) Given the reactants [Li]CCCC.Br[C:7]1[CH:12]=[CH:11][CH:10]=[C:9]([O:13][CH3:14])[N:8]=1.[CH2:15]([O:22][N:23]=[CH:24][CH:25]1[CH2:27][CH2:26]1)[C:16]1[CH:21]=[CH:20][CH:19]=[CH:18][CH:17]=1.B(F)(F)F.C([O-])([O-])=O.[Na+].[Na+], predict the reaction product. The product is: [CH2:15]([O:22][NH:23][CH:24]([CH:25]1[CH2:27][CH2:26]1)[C:7]1[CH:12]=[CH:11][CH:10]=[C:9]([O:13][CH3:14])[N:8]=1)[C:16]1[CH:21]=[CH:20][CH:19]=[CH:18][CH:17]=1. (7) Given the reactants NCN[C:4]1[CH:12]=[CH:11][C:7]([C:8]([OH:10])=[O:9])=[CH:6][CH:5]=1.C[CH2:14][N:15](C(C)C)C(C)C.C([Si](C)(C)Cl)(C)(C)C.Cl[C:31]([C:33]1[CH:42]=[CH:41][C:36]([C:37]([O:39][CH3:40])=[O:38])=[CH:35][CH:34]=1)=[O:32], predict the reaction product. The product is: [CH3:40][O:39][C:37]([C:36]1[CH:41]=[CH:42][C:33]([C:31]([NH:15][CH2:14][C:4]2[CH:5]=[CH:6][C:7]([C:8]([OH:10])=[O:9])=[CH:11][CH:12]=2)=[O:32])=[CH:34][CH:35]=1)=[O:38]. (8) Given the reactants [N+:1]([C:4]1[CH:13]=[CH:12][C:11]([OH:14])=[C:10]2[C:5]=1[CH:6]=[CH:7][CH:8]=[N:9]2)([O-:3])=[O:2].C1(P(C2C=CC=CC=2)C2C=CC=CC=2)C=CC=CC=1.[NH2:34][C:35]1[CH:40]=[C:39]([CH2:41]O)[CH:38]=[CH:37][N:36]=1.CC(OC(/N=N/C(OC(C)C)=O)=O)C, predict the reaction product. The product is: [N+:1]([C:4]1[CH:13]=[CH:12][C:11]([O:14][CH2:41][C:39]2[CH:38]=[CH:37][N:36]=[C:35]([NH2:34])[CH:40]=2)=[C:10]2[C:5]=1[CH:6]=[CH:7][CH:8]=[N:9]2)([O-:3])=[O:2]. (9) Given the reactants [C:1]([Si:5]([C:22]1[CH:27]=[CH:26][CH:25]=[CH:24][CH:23]=1)([C:16]1[CH:21]=[CH:20][CH:19]=[CH:18][CH:17]=1)[O:6][CH2:7][CH2:8][C:9]1[CH:10]=[CH:11][C:12](Cl)=[N:13][CH:14]=1)([CH3:4])([CH3:3])[CH3:2].C[C:29]([N:31](C)C)=O, predict the reaction product. The product is: [C:1]([Si:5]([C:22]1[CH:27]=[CH:26][CH:25]=[CH:24][CH:23]=1)([C:16]1[CH:21]=[CH:20][CH:19]=[CH:18][CH:17]=1)[O:6][CH2:7][CH2:8][C:9]1[CH:10]=[CH:11][C:12]([C:29]#[N:31])=[N:13][CH:14]=1)([CH3:4])([CH3:3])[CH3:2]. (10) Given the reactants [Cl:1][C:2]1[CH:3]=[C:4]([C:8]([CH3:15])([CH3:14])[C:9](=O)[C:10]([OH:12])=[O:11])[CH:5]=[CH:6][CH:7]=1.[CH3:16][NH2:17], predict the reaction product. The product is: [Cl:1][C:2]1[CH:3]=[C:4]([CH:5]=[CH:6][CH:7]=1)[C:8]([CH3:15])([CH3:14])[C@@H:9]([C:10]([OH:12])=[O:11])[NH:17][CH3:16].